From a dataset of Reaction yield outcomes from USPTO patents with 853,638 reactions. Predict the reaction yield, written as a fraction of the theoretical maximum amount of product (1.0 means a 100% yield; for example, 0.34 means a 34% yield). The catalyst is CC#N. The reactants are [CH2:1]([C:3]([C:21]1[CH:26]=[CH:25][C:24]([OH:27])=[C:23]([CH3:28])[CH:22]=1)([C:6]1[CH:11]=[CH:10][C:9](/[CH:12]=[CH:13]/[C:14]([CH2:18][CH3:19])([OH:17])[CH2:15][CH3:16])=[C:8]([CH3:20])[CH:7]=1)[CH2:4][CH3:5])[CH3:2].[O:29]=[C:30]1[NH:34][C@H:33]([CH2:35]OS(C2C=CC(C)=CC=2)(=O)=O)[CH2:32][CH2:31]1.C([O-])([O-])=O.[K+].[K+].C(OCC)(=O)C. The yield is 0.405. The product is [CH2:1]([C:3]([C:21]1[CH:26]=[CH:25][C:24]([O:27][CH2:35][C@H:33]2[NH:34][C:30](=[O:29])[CH2:31][CH2:32]2)=[C:23]([CH3:28])[CH:22]=1)([C:6]1[CH:11]=[CH:10][C:9](/[CH:12]=[CH:13]/[C:14]([CH2:15][CH3:16])([OH:17])[CH2:18][CH3:19])=[C:8]([CH3:20])[CH:7]=1)[CH2:4][CH3:5])[CH3:2].